Dataset: NCI-60 drug combinations with 297,098 pairs across 59 cell lines. Task: Regression. Given two drug SMILES strings and cell line genomic features, predict the synergy score measuring deviation from expected non-interaction effect. (1) Drug 1: C(CN)CNCCSP(=O)(O)O. Drug 2: C1C(C(OC1N2C=NC3=C2NC=NCC3O)CO)O. Cell line: HOP-92. Synergy scores: CSS=-1.65, Synergy_ZIP=1.51, Synergy_Bliss=-1.76, Synergy_Loewe=-5.46, Synergy_HSA=-7.09. (2) Drug 1: CCC1(CC2CC(C3=C(CCN(C2)C1)C4=CC=CC=C4N3)(C5=C(C=C6C(=C5)C78CCN9C7C(C=CC9)(C(C(C8N6C=O)(C(=O)OC)O)OC(=O)C)CC)OC)C(=O)OC)O.OS(=O)(=O)O. Drug 2: CC1=C(C(=O)C2=C(C1=O)N3CC4C(C3(C2COC(=O)N)OC)N4)N. Cell line: SK-MEL-28. Synergy scores: CSS=19.6, Synergy_ZIP=-3.45, Synergy_Bliss=0.209, Synergy_Loewe=-1.65, Synergy_HSA=1.37. (3) Drug 1: CC1OCC2C(O1)C(C(C(O2)OC3C4COC(=O)C4C(C5=CC6=C(C=C35)OCO6)C7=CC(=C(C(=C7)OC)O)OC)O)O. Drug 2: CC1C(C(CC(O1)OC2CC(CC3=C2C(=C4C(=C3O)C(=O)C5=CC=CC=C5C4=O)O)(C(=O)C)O)N)O. Cell line: CAKI-1. Synergy scores: CSS=49.5, Synergy_ZIP=-6.57, Synergy_Bliss=-5.24, Synergy_Loewe=-0.884, Synergy_HSA=0.909. (4) Drug 1: C1=CC=C(C=C1)NC(=O)CCCCCCC(=O)NO. Drug 2: CCC1(CC2CC(C3=C(CCN(C2)C1)C4=CC=CC=C4N3)(C5=C(C=C6C(=C5)C78CCN9C7C(C=CC9)(C(C(C8N6C)(C(=O)OC)O)OC(=O)C)CC)OC)C(=O)OC)O.OS(=O)(=O)O. Cell line: BT-549. Synergy scores: CSS=6.11, Synergy_ZIP=-0.747, Synergy_Bliss=0.672, Synergy_Loewe=1.73, Synergy_HSA=0.501. (5) Drug 1: C1CC(=O)NC(=O)C1N2CC3=C(C2=O)C=CC=C3N. Drug 2: CCCS(=O)(=O)NC1=C(C(=C(C=C1)F)C(=O)C2=CNC3=C2C=C(C=N3)C4=CC=C(C=C4)Cl)F. Cell line: NCI-H226. Synergy scores: CSS=-3.62, Synergy_ZIP=-0.828, Synergy_Bliss=-3.19, Synergy_Loewe=-4.97, Synergy_HSA=-4.54. (6) Cell line: OVCAR-4. Drug 1: CN1C(=O)N2C=NC(=C2N=N1)C(=O)N. Drug 2: CC1=C(C=C(C=C1)C(=O)NC2=CC(=CC(=C2)C(F)(F)F)N3C=C(N=C3)C)NC4=NC=CC(=N4)C5=CN=CC=C5. Synergy scores: CSS=-2.87, Synergy_ZIP=-0.255, Synergy_Bliss=-3.31, Synergy_Loewe=-6.21, Synergy_HSA=-5.12. (7) Drug 1: CC1C(C(CC(O1)OC2CC(CC3=C2C(=C4C(=C3O)C(=O)C5=C(C4=O)C(=CC=C5)OC)O)(C(=O)C)O)N)O.Cl. Drug 2: CC(C1=C(C=CC(=C1Cl)F)Cl)OC2=C(N=CC(=C2)C3=CN(N=C3)C4CCNCC4)N. Cell line: SF-268. Synergy scores: CSS=32.6, Synergy_ZIP=-6.00, Synergy_Bliss=0.458, Synergy_Loewe=-16.5, Synergy_HSA=-2.68.